Dataset: Full USPTO retrosynthesis dataset with 1.9M reactions from patents (1976-2016). Task: Predict the reactants needed to synthesize the given product. Given the product [CH2:35]([N:32]([CH2:33][CH3:34])[C:17]1[C:18]([C:20](=[O:31])[NH:21][C:22]2[CH:30]=[C:29]3[C:25]([CH:26]=[N:27][NH:28]3)=[CH:24][CH:23]=2)=[CH:19][C:13]2[N:12]=[C:11]([NH:10][C:6]3[CH:5]=[C:4]([CH:9]=[CH:8][CH:7]=3)[C:3]([OH:37])=[O:2])[NH:15][C:14]=2[CH:16]=1)[CH3:36], predict the reactants needed to synthesize it. The reactants are: C[O:2][C:3](=[O:37])[C:4]1[CH:9]=[CH:8][CH:7]=[C:6]([NH:10][C:11]2[NH:15][C:14]3[CH:16]=[C:17]([N:32]([CH2:35][CH3:36])[CH2:33][CH3:34])[C:18]([C:20](=[O:31])[NH:21][C:22]4[CH:30]=[C:29]5[C:25]([CH:26]=[N:27][NH:28]5)=[CH:24][CH:23]=4)=[CH:19][C:13]=3[N:12]=2)[CH:5]=1.[Li+].[OH-].C(O)(=O)CC(CC(O)=O)(C(O)=O)O.